This data is from Catalyst prediction with 721,799 reactions and 888 catalyst types from USPTO. The task is: Predict which catalyst facilitates the given reaction. (1) Reactant: [F:1][C:2]([F:13])([F:12])[C:3]1[C:4]2[CH2:11][O:10][CH2:9][CH2:8][C:5]=2[NH:6][N:7]=1.C(=O)([O-])[O-].[K+].[K+].I[C:21]1[CH:26]=[CH:25][C:24]([S:27]([NH:30][CH2:31][CH:32]2[CH2:36][CH2:35][CH2:34][O:33]2)(=[O:29])=[O:28])=[CH:23][CH:22]=1.CN(C)CC(O)=O. Product: [O:33]1[CH2:34][CH2:35][CH2:36][CH:32]1[CH2:31][NH:30][S:27]([C:24]1[CH:25]=[CH:26][C:21]([N:6]2[C:5]3[CH2:8][CH2:9][O:10][CH2:11][C:4]=3[C:3]([C:2]([F:12])([F:1])[F:13])=[N:7]2)=[CH:22][CH:23]=1)(=[O:29])=[O:28]. The catalyst class is: 419. (2) Reactant: F[C:2]1[CH:3]=[C:4]([CH:8]=[CH:9][C:10]=1[N+:11]([O-:13])=[O:12])[C:5]([OH:7])=[O:6].[NH:14]1[CH2:19][CH2:18][CH2:17][CH2:16][CH2:15]1. Product: [N+:11]([C:10]1[CH:9]=[CH:8][C:4]([C:5]([OH:7])=[O:6])=[CH:3][C:2]=1[N:14]1[CH2:19][CH2:18][CH2:17][CH2:16][CH2:15]1)([O-:13])=[O:12]. The catalyst class is: 14. (3) Reactant: [CH2:1]([C:5]1[N:6]=[C:7]([CH3:27])[NH:8][C:9](=[O:26])[C:10]=1[CH2:11][C:12]1[CH:17]=[CH:16][C:15]([C:18]2[C:19]([C:24]#[N:25])=[CH:20][CH:21]=[CH:22][CH:23]=2)=[CH:14][CH:13]=1)[CH2:2][CH2:3][CH3:4].C(=O)([O-])[O-].[K+].[K+].Cl[CH2:35][C:36]1[C:37]([CH3:42])=[N:38][O:39][C:40]=1[CH3:41].CN(C)C=O. Product: [CH2:1]([C:5]1[N:6]=[C:7]([CH3:27])[N:8]([CH2:35][C:36]2[C:37]([CH3:42])=[N:38][O:39][C:40]=2[CH3:41])[C:9](=[O:26])[C:10]=1[CH2:11][C:12]1[CH:17]=[CH:16][C:15]([C:18]2[C:19]([C:24]#[N:25])=[CH:20][CH:21]=[CH:22][CH:23]=2)=[CH:14][CH:13]=1)[CH2:2][CH2:3][CH3:4]. The catalyst class is: 13. (4) Reactant: [C:1]([O:4][C:5]1[CH:10]=[C:9]([OH:11])[C:8]([Br:12])=[CH:7][C:6]=1[Br:13])(=[O:3])[CH3:2].C(O[CH:17]1[CH2:22][CH2:21][CH2:20][CH2:19][CH2:18]1)=C.F[C:24](F)(F)[C:25](O)=[O:26].C(N(CC)CC)C. Product: [C:25]([O:11][C:9]1[CH:10]=[C:5]([O:4][CH:1]([O:3][CH:17]2[CH2:22][CH2:21][CH2:20][CH2:19][CH2:18]2)[CH3:2])[C:6]([Br:13])=[CH:7][C:8]=1[Br:12])(=[O:26])[CH3:24]. The catalyst class is: 11. (5) Reactant: [CH:1]1([NH:6][C:7]2[CH:27]=[CH:26][C:25]([N+:28]([O-:30])=[O:29])=[CH:24][C:8]=2[C:9]([NH:11][CH2:12][C:13]2[CH:18]=[CH:17][C:16]([C:19]([O:21]CC)=[O:20])=[CH:15][CH:14]=2)=[O:10])[CH2:5][CH2:4][CH2:3][CH2:2]1.[OH-].[Na+].Cl. The catalyst class is: 8. Product: [C:19]([C:16]1[CH:15]=[CH:14][C:13]([CH2:12][NH:11][C:9](=[O:10])[C:8]2[CH:24]=[C:25]([N+:28]([O-:30])=[O:29])[CH:26]=[CH:27][C:7]=2[NH:6][CH:1]2[CH2:5][CH2:4][CH2:3][CH2:2]2)=[CH:18][CH:17]=1)([OH:21])=[O:20]. (6) Reactant: [NH:1]1[CH2:6][CH2:5][O:4][CH2:3][CH2:2]1.[CH3:7][O:8][C:9]1[CH:10]=[C:11]2[C:20](=[CH:21][CH:22]=1)[N:19]=[CH:18][C:17]1[O:16][CH2:15][CH:14]([CH2:23][N:24]3[CH2:28][CH:27]([NH:29][C:30]([C:32]4[CH:33]=[CH:34][C:35]5[S:40][CH2:39][C:38](=[O:41])[NH:37][C:36]=5[CH:42]=4)=[O:31])[CH2:26][CH:25]3[C:43](O)=[O:44])[CH2:13][C:12]2=1.ON1C2C=CC=CC=2N=N1.Cl.CN(C)CCCN=C=NCC.C(N(CC)C(C)C)(C)C. Product: [CH3:7][O:8][C:9]1[CH:10]=[C:11]2[C:20](=[CH:21][CH:22]=1)[N:19]=[CH:18][C:17]1[O:16][CH2:15][CH:14]([CH2:23][N:24]3[CH:25]([C:43]([N:1]4[CH2:6][CH2:5][O:4][CH2:3][CH2:2]4)=[O:44])[CH2:26][CH:27]([NH:29][C:30]([C:32]4[CH:33]=[CH:34][C:35]5[S:40][CH2:39][C:38](=[O:41])[NH:37][C:36]=5[CH:42]=4)=[O:31])[CH2:28]3)[CH2:13][C:12]2=1. The catalyst class is: 9. (7) Product: [CH3:8][O:7][C:5](=[O:6])[CH:4]([CH2:9][C:10]1[CH:11]=[CH:12][C:13]([OH:16])=[CH:14][CH:15]=1)[C:3]([O:2][CH3:1])=[O:24]. Reactant: [CH3:1][O:2][C:3](=[O:24])[C:4](=[CH:9][C:10]1[CH:15]=[CH:14][C:13]([O:16]CC2C=CC=CC=2)=[CH:12][CH:11]=1)[C:5]([O:7][CH3:8])=[O:6]. The catalyst class is: 19. (8) Reactant: [Br:1][C:2]1[S:6][C:5]([C:7]2[N:11]([C:12]3[CH:17]=[CH:16][CH:15]=[CH:14][C:13]=3[Cl:18])[N:10]=[C:9]([OH:19])[CH:8]=2)=[CH:4][CH:3]=1.C([O-])([O-])=O.[K+].[K+].Br[CH2:27][C:28]([O:30][CH3:31])=[O:29]. Product: [CH3:31][O:30][C:28](=[O:29])[CH2:27][O:19][C:9]1[CH:8]=[C:7]([C:5]2[S:6][C:2]([Br:1])=[CH:3][CH:4]=2)[N:11]([C:12]2[CH:17]=[CH:16][CH:15]=[CH:14][C:13]=2[Cl:18])[N:10]=1. The catalyst class is: 3. (9) Reactant: [CH3:1][N:2]([N:22]=O)[CH:3]1[CH2:7][CH2:6][N:5]([CH2:8][CH2:9][C:10]2[C:19]3[C:14](=[CH:15][CH:16]=[C:17]([O:20][CH3:21])[N:18]=3)[N:13]=[CH:12][CH:11]=2)[CH2:4]1.[H-].[H-].[H-].[H-].[Li+].[Al+3]. Product: [CH3:1][N:2]([CH:3]1[CH2:7][CH2:6][N:5]([CH2:8][CH2:9][C:10]2[CH:11]=[CH:12][N:13]=[C:14]3[C:19]=2[N:18]=[C:17]([O:20][CH3:21])[CH:16]=[CH:15]3)[CH2:4]1)[NH2:22]. The catalyst class is: 1. (10) Reactant: Cl.[CH3:2][O:3][C:4]1[CH:5]=[C:6]2[C:10](=[CH:11][C:12]=1[N+:13]([O-:15])=[O:14])[NH:9][CH2:8][CH2:7]2.CN(C(ON1N=NC2C=CC=NC1=2)=[N+](C)C)C.F[P-](F)(F)(F)(F)F.[OH:40][C:41]([CH3:46])([CH3:45])[C:42](O)=[O:43].CCN(C(C)C)C(C)C. Product: [CH3:45][C:41]([OH:40])([CH3:46])[C:42]([N:9]1[C:10]2[C:6](=[CH:5][C:4]([O:3][CH3:2])=[C:12]([N+:13]([O-:15])=[O:14])[CH:11]=2)[CH2:7][CH2:8]1)=[O:43]. The catalyst class is: 3.